From a dataset of Peptide-MHC class I binding affinity with 185,985 pairs from IEDB/IMGT. Regression. Given a peptide amino acid sequence and an MHC pseudo amino acid sequence, predict their binding affinity value. This is MHC class I binding data. (1) The peptide sequence is WPAGRLVEA. The MHC is HLA-B51:01 with pseudo-sequence HLA-B51:01. The binding affinity (normalized) is 0.0847. (2) The peptide sequence is FLTSVINRV. The MHC is H-2-Db with pseudo-sequence H-2-Db. The binding affinity (normalized) is 0. (3) The peptide sequence is IQRRGAQFQ. The MHC is HLA-A26:02 with pseudo-sequence HLA-A26:02. The binding affinity (normalized) is 0.0847. (4) The peptide sequence is QQRPDLILV. The MHC is HLA-B27:05 with pseudo-sequence HLA-B27:05. The binding affinity (normalized) is 0.213. (5) The peptide sequence is VSFDQNLDY. The MHC is HLA-A30:01 with pseudo-sequence HLA-A30:01. The binding affinity (normalized) is 0.254.